This data is from Peptide-MHC class I binding affinity with 185,985 pairs from IEDB/IMGT. The task is: Regression. Given a peptide amino acid sequence and an MHC pseudo amino acid sequence, predict their binding affinity value. This is MHC class I binding data. (1) The peptide sequence is DVVILLLSSV. The MHC is HLA-A02:01 with pseudo-sequence HLA-A02:01. The binding affinity (normalized) is 0.371. (2) The peptide sequence is NLKYTVIITV. The MHC is HLA-A02:03 with pseudo-sequence HLA-A02:03. The binding affinity (normalized) is 0.794. (3) The peptide sequence is IFRKKRLTI. The MHC is HLA-B08:01 with pseudo-sequence HLA-B08:01. The binding affinity (normalized) is 0.632. (4) The peptide sequence is WVGRASDPD. The MHC is HLA-A03:01 with pseudo-sequence HLA-A03:01. The binding affinity (normalized) is 0.0847. (5) The peptide sequence is FQPNNGQFI. The MHC is H-2-Kb with pseudo-sequence H-2-Kb. The binding affinity (normalized) is 0.0352. (6) The binding affinity (normalized) is 0.0847. The MHC is HLA-A69:01 with pseudo-sequence HLA-A69:01. The peptide sequence is IHDFVDKTL. (7) The peptide sequence is LVSDYCNVLNKEFT. The MHC is HLA-A26:01 with pseudo-sequence HLA-A26:01. The binding affinity (normalized) is 0. (8) The peptide sequence is RIRSERPAF. The MHC is HLA-B15:01 with pseudo-sequence HLA-B15:01. The binding affinity (normalized) is 0.692. (9) The peptide sequence is YIAVANCVR. The MHC is HLA-A11:01 with pseudo-sequence HLA-A11:01. The binding affinity (normalized) is 0.118. (10) The binding affinity (normalized) is 0.153. The peptide sequence is IEIKDTKEAL. The MHC is HLA-B08:01 with pseudo-sequence HLA-B08:01.